Dataset: Catalyst prediction with 721,799 reactions and 888 catalyst types from USPTO. Task: Predict which catalyst facilitates the given reaction. Reactant: [C:1]([Si:5]([CH3:29])([CH3:28])[O:6][C:7]1[CH:8]=[C:9]([CH:15]([C:17]2[CH:22]=[CH:21][C:20]([O:23][CH3:24])=[C:19]([O:25][CH2:26][CH3:27])[CH:18]=2)[OH:16])[CH:10]=[CH:11][C:12]=1[O:13][CH3:14])([CH3:4])([CH3:3])[CH3:2]. Product: [C:1]([Si:5]([CH3:29])([CH3:28])[O:6][C:7]1[CH:8]=[C:9]([C:15]([C:17]2[CH:22]=[CH:21][C:20]([O:23][CH3:24])=[C:19]([O:25][CH2:26][CH3:27])[CH:18]=2)=[O:16])[CH:10]=[CH:11][C:12]=1[O:13][CH3:14])([CH3:4])([CH3:2])[CH3:3]. The catalyst class is: 485.